From a dataset of Forward reaction prediction with 1.9M reactions from USPTO patents (1976-2016). Predict the product of the given reaction. (1) Given the reactants Cl[CH:2]([C:7](=O)[C:8]([O:12]C)(OC)[CH3:9])[C:3]([O:5][CH3:6])=[O:4].[NH2:15][C:16]([NH2:18])=[S:17], predict the reaction product. The product is: [C:8]([C:7]1[N:15]=[C:16]([NH2:18])[S:17][C:2]=1[C:3]([O:5][CH3:6])=[O:4])(=[O:12])[CH3:9]. (2) The product is: [CH3:6][C:7]1[O:8][C:9]([CH:17]([C:13]2([CH3:12])[CH2:16][O:15][CH2:14]2)[OH:18])=[CH:10][CH:11]=1. Given the reactants C([Li])CCC.[CH3:6][C:7]1[O:8][CH:9]=[CH:10][CH:11]=1.[CH3:12][C:13]1([CH:17]=[O:18])[CH2:16][O:15][CH2:14]1.[Cl-].[NH4+], predict the reaction product. (3) Given the reactants [Br:1][C:2]1[CH:7]=[CH:6][C:5]([N+:8]([O-])=O)=[C:4](F)[CH:3]=1.C([O-])([O-])=O.[Cs+].[Cs+].[NH2:18][C@@H:19]1[CH2:23][CH2:22][N:21]([C:24]([O:26][C:27]([CH3:30])([CH3:29])[CH3:28])=[O:25])[CH2:20]1.[CH3:31][C:32](OCC)(OCC)OCC, predict the reaction product. The product is: [Br:1][C:2]1[CH:7]=[CH:6][C:5]2[N:8]=[C:31]([CH3:32])[N:18]([C@@H:19]3[CH2:23][CH2:22][N:21]([C:24]([O:26][C:27]([CH3:30])([CH3:29])[CH3:28])=[O:25])[CH2:20]3)[C:4]=2[CH:3]=1.